Dataset: CYP2D6 inhibition data for predicting drug metabolism from PubChem BioAssay. Task: Regression/Classification. Given a drug SMILES string, predict its absorption, distribution, metabolism, or excretion properties. Task type varies by dataset: regression for continuous measurements (e.g., permeability, clearance, half-life) or binary classification for categorical outcomes (e.g., BBB penetration, CYP inhibition). Dataset: cyp2d6_veith. The drug is O=C(Nc1ccccc1N1CCOCC1)c1cnccn1. The result is 0 (non-inhibitor).